From a dataset of Reaction yield outcomes from USPTO patents with 853,638 reactions. Predict the reaction yield, written as a fraction of the theoretical maximum amount of product (1.0 means a 100% yield; for example, 0.34 means a 34% yield). (1) The reactants are [F:1][CH:2]([F:33])[C:3]1[N:7]([CH2:8][C:9]2[C:18]3[C:13](=[CH:14][CH:15]=[CH:16][CH:17]=3)[CH:12]=[CH:11][CH:10]=2)[C:6]2[CH:19]=[C:20]([N:27]3[CH2:32][CH2:31][O:30][CH2:29][CH2:28]3)[CH:21]=[C:22]([C:23]([O:25]C)=[O:24])[C:5]=2[N:4]=1.[Li+].[OH-]. The catalyst is C1COCC1. The product is [F:33][CH:2]([F:1])[C:3]1[N:7]([CH2:8][C:9]2[C:18]3[C:13](=[CH:14][CH:15]=[CH:16][CH:17]=3)[CH:12]=[CH:11][CH:10]=2)[C:6]2[CH:19]=[C:20]([N:27]3[CH2:32][CH2:31][O:30][CH2:29][CH2:28]3)[CH:21]=[C:22]([C:23]([OH:25])=[O:24])[C:5]=2[N:4]=1. The yield is 0.660. (2) The reactants are [I:1][C:2]1[CH:3]=[C:4]([NH3+:16])[CH:5]=[C:6]([C:8](=[O:15])[NH:9][CH:10]([CH3:14])[CH2:11][O:12][CH3:13])[CH:7]=1.[N-:17]=[N+:18]=[N-:19].[Na+].[CH:21](OCC)(OCC)OCC. The catalyst is CC(O)=O. The product is [I:1][C:2]1[CH:7]=[C:6]([CH:5]=[C:4]([N:16]2[CH:21]=[N:19][N:18]=[N:17]2)[CH:3]=1)[C:8]([NH:9][CH:10]([CH3:14])[CH2:11][O:12][CH3:13])=[O:15]. The yield is 0.720. (3) The reactants are [NH:1]1[C:9]2[C:4](=[CH:5][CH:6]=[CH:7][CH:8]=2)[C:3]([C:10]([OH:12])=O)=[N:2]1.C1N=CN(C(N2C=NC=C2)=O)C=1.[NH2:25][CH:26]1[CH2:31][CH2:30][N:29]([CH2:32][C:33]2[CH:38]=[CH:37][CH:36]=[CH:35][CH:34]=2)[CH2:28][CH2:27]1. The catalyst is CN(C=O)C. The product is [CH2:32]([N:29]1[CH2:30][CH2:31][CH:26]([NH:25][C:10]([C:3]2[C:4]3[C:9](=[CH:8][CH:7]=[CH:6][CH:5]=3)[NH:1][N:2]=2)=[O:12])[CH2:27][CH2:28]1)[C:33]1[CH:34]=[CH:35][CH:36]=[CH:37][CH:38]=1. The yield is 0.851. (4) The reactants are [NH2:1][C@H:2]1[C:11]2[C:6](=[CH:7][CH:8]=[C:9]([C:12]3[CH2:13][CH2:14][O:15][CH2:16][CH:17]=3)[CH:10]=2)[N:5]([C:18](=[O:20])[CH3:19])[C@@H:4]([CH:21]2[CH2:23][CH2:22]2)[C@@H:3]1[CH3:24].CC(C)([O-])C.[Na+].CN(C1C(C2C(P(C3CCCCC3)C3CCCCC3)=CC=CC=2)=CC=CC=1)C.Br[C:60]1[N:65]=[C:64]([CH3:66])[CH:63]=[CH:62][N:61]=1. The catalyst is O1CCOCC1.C1C=CC(/C=C/C(/C=C/C2C=CC=CC=2)=O)=CC=1.C1C=CC(/C=C/C(/C=C/C2C=CC=CC=2)=O)=CC=1.C1C=CC(/C=C/C(/C=C/C2C=CC=CC=2)=O)=CC=1.[Pd].[Pd].CCOC(C)=O.O. The product is [CH:21]1([C@H:4]2[C@H:3]([CH3:24])[C@@H:2]([NH:1][C:60]3[N:65]=[C:64]([CH3:66])[CH:63]=[CH:62][N:61]=3)[C:11]3[C:6](=[CH:7][CH:8]=[C:9]([C:12]4[CH2:13][CH2:14][O:15][CH2:16][CH:17]=4)[CH:10]=3)[N:5]2[C:18](=[O:20])[CH3:19])[CH2:23][CH2:22]1. The yield is 0.0390. (5) The reactants are N[C:2]1[CH:3]=[CH:4][C:5]([O:9][CH3:10])=[C:6]([OH:8])[CH:7]=1.[CH2:11]=O.[C:13]([BH3-])#[N:14].[Na+].[H-]. The catalyst is C(O)C.C(O)(=O)C. The product is [CH3:11][N:14]([CH3:13])[C:2]1[CH:3]=[CH:4][C:5]([O:9][CH3:10])=[C:6]([OH:8])[CH:7]=1. The yield is 0.200. (6) The reactants are [CH:1]1([O:6][C:7](=[O:27])[C@@H:8]([NH:19][C:20]([O:22][C:23]([CH3:26])([CH3:25])[CH3:24])=[O:21])[CH2:9][CH2:10][O:11][Si](C(C)(C)C)(C)C)[CH2:5][CH2:4][CH2:3][CH2:2]1.C(OCC)(=O)C. The catalyst is C(O)(=O)C.C1COCC1.O. The product is [CH:1]1([O:6][C:7](=[O:27])[C@@H:8]([NH:19][C:20]([O:22][C:23]([CH3:25])([CH3:24])[CH3:26])=[O:21])[CH2:9][CH2:10][OH:11])[CH2:5][CH2:4][CH2:3][CH2:2]1. The yield is 0.950.